From a dataset of Catalyst prediction with 721,799 reactions and 888 catalyst types from USPTO. Predict which catalyst facilitates the given reaction. (1) Reactant: [CH:1]12[NH:8][CH:5]([CH2:6][CH2:7]1)[CH2:4][C:3](=[C:9]([C:21]1[CH:22]=[N:23][CH:24]=[CH:25][CH:26]=1)[C:10]1[CH:20]=[CH:19][C:13]([C:14]([NH:16][CH2:17][CH3:18])=[O:15])=[CH:12][CH:11]=1)[CH2:2]2.[S:27]1[CH:31]=[CH:30][CH:29]=[C:28]1[C:32](Cl)=[O:33].C([O-])([O-])=O.[K+].[K+].C([O-])(O)=O.[Na+]. Product: [CH2:17]([NH:16][C:14](=[O:15])[C:13]1[CH:19]=[CH:20][C:10]([C:9]([C:21]2[CH:22]=[N:23][CH:24]=[CH:25][CH:26]=2)=[C:3]2[CH2:4][CH:5]3[N:8]([C:32]([C:28]4[S:27][CH:31]=[CH:30][CH:29]=4)=[O:33])[CH:1]([CH2:7][CH2:6]3)[CH2:2]2)=[CH:11][CH:12]=1)[CH3:18]. The catalyst class is: 3. (2) Reactant: [CH3:1][C:2]1[CH:3]=[C:4]([CH:9]=[CH:10][C:11]=1[C:12]1[N:13]=[C:14]2[CH:19]=[C:18]([CH3:20])[CH:17]=[CH:16][N:15]2[CH:21]=1)[C:5]([O:7]C)=O.O.[CH3:23][NH2:24]. Product: [CH3:23][NH:24][C:5](=[O:7])[C:4]1[CH:9]=[CH:10][C:11]([C:12]2[N:13]=[C:14]3[CH:19]=[C:18]([CH3:20])[CH:17]=[CH:16][N:15]3[CH:21]=2)=[C:2]([CH3:1])[CH:3]=1. The catalyst class is: 25.